From a dataset of Reaction yield outcomes from USPTO patents with 853,638 reactions. Predict the reaction yield, written as a fraction of the theoretical maximum amount of product (1.0 means a 100% yield; for example, 0.34 means a 34% yield). (1) The yield is 0.820. The catalyst is C(Cl)Cl. The reactants are [CH3:1][O:2][C:3]1[CH:8]=[CH:7][C:6]([NH2:9])=[CH:5][CH:4]=1.C1COCC1.[C:15]([NH:25][C@H:26]([C:29](O)=[O:30])[CH2:27][OH:28])([O:17][CH2:18][C:19]1[CH:24]=[CH:23][CH:22]=[CH:21][CH:20]=1)=[O:16].CCN=C=NCCCN(C)C. The product is [CH2:18]([O:17][C:15](=[O:16])[NH:25][C@@H:26]([CH2:29][OH:30])[C:27]([NH:9][C:6]1[CH:7]=[CH:8][C:3]([O:2][CH3:1])=[CH:4][CH:5]=1)=[O:28])[C:19]1[CH:20]=[CH:21][CH:22]=[CH:23][CH:24]=1. (2) The reactants are [F:1][C:2]1[CH:10]=[CH:9][CH:8]=[C:7]2[C:3]=1[CH:4]=[CH:5][NH:6]2.[BH3-]C#N.[Na+].O. The catalyst is CC(O)=O. The product is [F:1][C:2]1[CH:10]=[CH:9][CH:8]=[C:7]2[C:3]=1[CH2:4][CH2:5][NH:6]2. The yield is 0.900. (3) The reactants are [CH3:1][O:2][C:3]([C:5]1[CH:22]=[CH:21][CH:20]=[CH:19][C:6]=1[CH2:7][S:8][C:9]1[CH:14]=[CH:13][C:12]([CH2:15][C:16]([OH:18])=O)=[CH:11][CH:10]=1)=[O:4].[F:23][C:24]1[CH:38]=[C:37]([F:39])[CH:36]=[CH:35][C:25]=1[CH2:26][NH:27][CH2:28][CH2:29][CH2:30][CH2:31][CH2:32][CH2:33][CH3:34].C1C=CC2N(O)N=NC=2C=1.CN(C(ON1N=NC2C=CC=CC1=2)=[N+](C)C)C.[B-](F)(F)(F)F.CCN(C(C)C)C(C)C. The catalyst is CN(C=O)C. The product is [F:23][C:24]1[CH:38]=[C:37]([F:39])[CH:36]=[CH:35][C:25]=1[CH2:26][N:27]([CH2:28][CH2:29][CH2:30][CH2:31][CH2:32][CH2:33][CH3:34])[C:16](=[O:18])[CH2:15][C:12]1[CH:11]=[CH:10][C:9]([S:8][CH2:7][C:6]2[CH:19]=[CH:20][CH:21]=[CH:22][C:5]=2[C:3]([O:2][CH3:1])=[O:4])=[CH:14][CH:13]=1. The yield is 0.770. (4) The reactants are [F:1][C:2]1[CH:7]=[CH:6][CH:5]=[CH:4][C:3]=1[C:8]1[NH:9][CH:10]=[C:11]([CH:13]=[O:14])[N:12]=1.C(=O)([O-])[O-].[K+].[K+].[CH3:21][CH:22]1[CH2:27][CH2:26][CH2:25][N:24]([S:28](Cl)(=[O:30])=[O:29])[CH2:23]1. The catalyst is CN(C)C=O.C(=O)([O-])O.[Na+]. The product is [F:1][C:2]1[CH:7]=[CH:6][CH:5]=[CH:4][C:3]=1[C:8]1[N:9]([S:28]([N:24]2[CH2:25][CH2:26][CH2:27][CH:22]([CH3:21])[CH2:23]2)(=[O:30])=[O:29])[CH:10]=[C:11]([CH:13]=[O:14])[N:12]=1. The yield is 0.400. (5) The reactants are [CH3:1][C:2]1[CH:7]=[CH:6][CH:5]=[CH:4][C:3]=1[C:8](=[O:10])[CH3:9].Cl.[Br:12]Br. The catalyst is C(O)(=O)C. The product is [Br:12][CH2:9][C:8]([C:3]1[CH:4]=[CH:5][CH:6]=[CH:7][C:2]=1[CH3:1])=[O:10]. The yield is 0.960.